Task: Predict the product of the given reaction.. Dataset: Forward reaction prediction with 1.9M reactions from USPTO patents (1976-2016) (1) Given the reactants [OH:1][CH2:2][CH:3]([O:6][CH2:7][C@@H:8]([NH:11][C:12](=[O:18])[O:13][C:14]([CH3:17])([CH3:16])[CH3:15])[CH:9]=[CH2:10])[CH:4]=[CH2:5].C(N(CC)CC)C.[C:26](Cl)(=[O:28])[CH3:27], predict the reaction product. The product is: [C:26]([O:1][CH2:2][CH:3]([O:6][CH2:7][C@@H:8]([NH:11][C:12]([O:13][C:14]([CH3:17])([CH3:16])[CH3:15])=[O:18])[CH:9]=[CH2:10])[CH:4]=[CH2:5])(=[O:28])[CH3:27]. (2) Given the reactants [CH3:1][CH:2]([CH3:31])[CH:3]([NH:20][C:21]1[CH:30]=[CH:29][C:24]([C:25]([O:27]C)=[O:26])=[CH:23][CH:22]=1)[C:4]1[CH:9]=[CH:8][C:7]([N:10]2[CH:18]=[C:17]3[C:12]([CH2:13][CH2:14][CH2:15][CH2:16]3)=[N:11]2)=[CH:6][C:5]=1[CH3:19].C1COCC1.[OH-].[Na+], predict the reaction product. The product is: [CH3:1][CH:2]([CH3:31])[CH:3]([NH:20][C:21]1[CH:30]=[CH:29][C:24]([C:25]([OH:27])=[O:26])=[CH:23][CH:22]=1)[C:4]1[CH:9]=[CH:8][C:7]([N:10]2[CH:18]=[C:17]3[C:12]([CH2:13][CH2:14][CH2:15][CH2:16]3)=[N:11]2)=[CH:6][C:5]=1[CH3:19]. (3) Given the reactants [CH2:1]([O:3][CH2:4][C:5]1[N:6]([CH2:26][CH2:27][CH3:28])[C:7]2[C:16]3[CH:15]=[CH:14][C:13]([O:17][CH:18]4[CH2:23][CH2:22][NH:21][CH2:20][CH2:19]4)=[CH:12][C:11]=3[N:10]=[C:9]([NH2:24])[C:8]=2[N:25]=1)[CH3:2].[CH:29]([N:32]=[C:33]=[O:34])([CH3:31])[CH3:30], predict the reaction product. The product is: [NH2:24][C:9]1[C:8]2[N:25]=[C:5]([CH2:4][O:3][CH2:1][CH3:2])[N:6]([CH2:26][CH2:27][CH3:28])[C:7]=2[C:16]2[CH:15]=[CH:14][C:13]([O:17][CH:18]3[CH2:19][CH2:20][N:21]([C:33]([NH:32][CH:29]([CH3:31])[CH3:30])=[O:34])[CH2:22][CH2:23]3)=[CH:12][C:11]=2[N:10]=1. (4) The product is: [CH3:11][C:10]1[S:12][C:2]2[C:3](=[O:9])[CH2:4][CH2:5][CH2:6][C:7]=2[N:13]=1. Given the reactants Br[CH:2]1[C:7](=O)[CH2:6][CH2:5][CH2:4][C:3]1=[O:9].[C:10]([NH2:13])(=[S:12])[CH3:11], predict the reaction product. (5) Given the reactants [F:1][C:2]1[CH:8]=[CH:7][CH:6]=[C:5]([F:9])[C:3]=1[NH2:4].[Si]([C:14]#[N:15])(C)(C)C.[C:16]1(=O)[CH2:19][CH2:18][CH2:17]1, predict the reaction product. The product is: [F:1][C:2]1[CH:8]=[CH:7][CH:6]=[C:5]([F:9])[C:3]=1[NH:4][C:16]1([C:14]#[N:15])[CH2:19][CH2:18][CH2:17]1. (6) The product is: [F:23][C:2]([F:24])([F:1])[C:3]1[CH:22]=[CH:21][CH:20]=[CH:19][C:4]=1[O:5][CH:6]1[CH2:10][CH2:9][N:8]([C:11]2[S:12][C:13]([C:16]([NH2:31])=[O:18])=[CH:14][N:15]=2)[CH2:7]1. Given the reactants [F:1][C:2]([F:24])([F:23])[C:3]1[CH:22]=[CH:21][CH:20]=[CH:19][C:4]=1[O:5][CH:6]1[CH2:10][CH2:9][N:8]([C:11]2[S:12][C:13]([C:16]([OH:18])=O)=[CH:14][N:15]=2)[CH2:7]1.C1C=CC2N(O)N=[N:31]C=2C=1.CN(C(ON1N=NC2C=CC=NC1=2)=[N+](C)C)C.F[P-](F)(F)(F)(F)F.[NH4+].[Cl-].CCN(C(C)C)C(C)C, predict the reaction product.